Regression. Given a peptide amino acid sequence and an MHC pseudo amino acid sequence, predict their binding affinity value. This is MHC class I binding data. From a dataset of Peptide-MHC class I binding affinity with 185,985 pairs from IEDB/IMGT. (1) The peptide sequence is MPRQTGGFF. The MHC is HLA-B35:01 with pseudo-sequence HLA-B35:01. The binding affinity (normalized) is 0.733. (2) The peptide sequence is YTALFSGVSW. The MHC is HLA-B44:02 with pseudo-sequence HLA-B44:02. The binding affinity (normalized) is 0.294. (3) The peptide sequence is YTKIVTNIL. The MHC is HLA-A23:01 with pseudo-sequence HLA-A23:01. The binding affinity (normalized) is 0.458.